From a dataset of Catalyst prediction with 721,799 reactions and 888 catalyst types from USPTO. Predict which catalyst facilitates the given reaction. (1) Reactant: [CH2:1]([N:8]1[C:20]2[CH2:19][N:18]([C:21]3[N:26]=[CH:25][C:24]([C:27](O)=[O:28])=[CH:23][N:22]=3)[CH2:17][CH2:16][C:15]=2[C:14]2[C:9]1=[CH:10][CH:11]=[CH:12][CH:13]=2)[C:2]1[CH:7]=[CH:6][CH:5]=[CH:4][CH:3]=1.CCN=C=NCCCN(C)C.[NH2:41][O:42][CH:43]1[CH2:48][CH2:47][CH2:46][CH2:45][O:44]1. Product: [O:44]1[CH2:45][CH2:46][CH2:47][CH2:48][CH:43]1[O:42][NH:41][C:27]([C:24]1[CH:23]=[N:22][C:21]([N:18]2[CH2:17][CH2:16][C:15]3[C:14]4[C:9](=[CH:10][CH:11]=[CH:12][CH:13]=4)[N:8]([CH2:1][C:2]4[CH:3]=[CH:4][CH:5]=[CH:6][CH:7]=4)[C:20]=3[CH2:19]2)=[N:26][CH:25]=1)=[O:28]. The catalyst class is: 2. (2) Reactant: Br[C:2]1[C:7]([N+:8]([O-:10])=[O:9])=[CH:6][C:5]([Cl:11])=[CH:4][N:3]=1.[F:12][C:13]1[CH:18]=[CH:17][C:16]([OH:19])=[CH:15][CH:14]=1.C([O-])([O-])=O.[K+].[K+]. Product: [Cl:11][C:5]1[CH:6]=[C:7]([N+:8]([O-:10])=[O:9])[C:2]([O:19][C:16]2[CH:17]=[CH:18][C:13]([F:12])=[CH:14][CH:15]=2)=[N:3][CH:4]=1. The catalyst class is: 3. (3) Reactant: [Cl:1][C:2]1[C:9]([OH:10])=[CH:8][CH:7]=[C:6]([Cl:11])[C:3]=1[CH:4]=[O:5].[CH2:12](Br)[CH:13]=[CH2:14].C(=O)([O-])[O-].[K+].[K+]. Product: [CH2:14]([O:10][C:9]1[C:2]([Cl:1])=[C:3]([C:6]([Cl:11])=[CH:7][CH:8]=1)[CH:4]=[O:5])[CH:13]=[CH2:12]. The catalyst class is: 3. (4) Reactant: [Na].[CH2:2]([SH:4])[CH3:3].[CH2:5]([O:7][C:8]([C:10]1[N:11]=[CH:12][S:13][C:14]=1Cl)=[O:9])[CH3:6].CN(C=O)C.C1COCC1. Product: [CH2:5]([O:7][C:8]([C:10]1[N:11]=[CH:12][S:13][C:14]=1[S:4][CH2:2][CH3:3])=[O:9])[CH3:6]. The catalyst class is: 6. (5) Reactant: [CH3:1][C:2]1([CH3:16])[C:6]([CH3:8])([CH3:7])[O:5][B:4]([C:9]2[CH:10]=[C:11]([OH:15])[CH:12]=[CH:13][CH:14]=2)[O:3]1.C(N(CC)CC)C.[CH3:24][S:25](Cl)(=[O:27])=[O:26].Cl. Product: [CH3:8][C:6]1([CH3:7])[C:2]([CH3:16])([CH3:1])[O:3][B:4]([C:9]2[CH:10]=[C:11]([O:15][S:25]([CH3:24])(=[O:27])=[O:26])[CH:12]=[CH:13][CH:14]=2)[O:5]1. The catalyst class is: 2. (6) Reactant: ClC(Cl)(O[C:5](=[O:11])OC(Cl)(Cl)Cl)Cl.[CH:13]([N:16]1[C:20]2[N:21]=[C:22]([C:31]3[CH:37]=[CH:36][C:34]([NH2:35])=[CH:33][CH:32]=3)[N:23]=[C:24]([N:25]3[CH2:30][CH2:29][O:28][CH2:27][CH2:26]3)[C:19]=2[N:18]=[N:17]1)([CH3:15])[CH3:14].[CH3:38]CN(CC)CC.[NH2:45][C:46]1[CH:59]=[CH:58][C:49]([C:50]([NH:52][CH2:53][CH2:54][N:55]([CH3:57])[CH3:56])=[O:51])=[CH:48][CH:47]=1. Product: [CH3:38][C:58]1[CH:59]=[C:46]([NH:45][C:5](=[O:11])[NH:35][C:34]2[CH:36]=[CH:37][C:31]([C:22]3[N:23]=[C:24]([N:25]4[CH2:30][CH2:29][O:28][CH2:27][CH2:26]4)[C:19]4[N:18]=[N:17][N:16]([CH:13]([CH3:15])[CH3:14])[C:20]=4[N:21]=3)=[CH:32][CH:33]=2)[CH:47]=[CH:48][C:49]=1[C:50]([NH:52][CH2:53][CH2:54][N:55]([CH3:56])[CH3:57])=[O:51]. The catalyst class is: 2.